This data is from Forward reaction prediction with 1.9M reactions from USPTO patents (1976-2016). The task is: Predict the product of the given reaction. (1) The product is: [F:35][C:17]1[CH:18]=[C:19]([O:20][C:21]2[C:30]3[N:29]=[C:28]([CH3:31])[C:27](=[O:32])[NH:26][C:25]=3[N:24]=[CH:23][CH:22]=2)[CH:33]=[CH:34][C:16]=1[NH:15][C:13]([NH:12][C:3]1[CH:4]=[C:5]([C:8]([F:11])([F:10])[F:9])[CH:6]=[CH:7][C:2]=1[F:1])=[O:14]. Given the reactants [F:1][C:2]1[CH:7]=[CH:6][C:5]([C:8]([F:11])([F:10])[F:9])=[CH:4][C:3]=1[N:12]=[C:13]=[O:14].[NH2:15][C:16]1[CH:34]=[CH:33][C:19]([O:20][C:21]2[C:30]3[N:29]=[C:28]([CH3:31])[C:27](=[O:32])[NH:26][C:25]=3[N:24]=[CH:23][CH:22]=2)=[CH:18][C:17]=1[F:35], predict the reaction product. (2) Given the reactants FC(F)(F)C(O)=O.C([Si](C)(C)[O:13][CH:14]([CH2:35][N:36]1[C:44](=[O:45])[C:43]2[C:38](=[CH:39][CH:40]=[CH:41][CH:42]=2)[C:37]1=[O:46])[CH2:15][N:16]1[C:24]([C:25]2[S:26][CH:27]=[C:28]([CH3:30])[N:29]=2)=[C:23]2[C:18]([N:19]([CH3:34])[C:20](=[O:33])[N:21]([CH3:32])[C:22]2=[O:31])=[CH:17]1)(C)(C)C.[O-]S(C(F)(F)F)(=O)=O.[Bi+3].[O-]S(C(F)(F)F)(=O)=O.[O-]S(C(F)(F)F)(=O)=O.[Cl:74][C:75]1[O:79][C:78]([CH:80]=O)=[CH:77][CH:76]=1, predict the reaction product. The product is: [Cl:74][C:75]1[O:79][C:78]([CH:80]2[C:17]3=[C:18]4[N:19]([CH3:34])[C:20](=[O:33])[N:21]([CH3:32])[C:22](=[O:31])[C:23]4=[C:24]([C:25]4[S:26][CH:27]=[C:28]([CH3:30])[N:29]=4)[N:16]3[CH2:15][CH:14]([CH2:35][N:36]3[C:37](=[O:46])[C:38]4[C:43](=[CH:42][CH:41]=[CH:40][CH:39]=4)[C:44]3=[O:45])[O:13]2)=[CH:77][CH:76]=1. (3) Given the reactants [CH2:1]([OH:4])CO.[OH2:5].[C:6]1([CH3:16])[CH:11]=[CH:10][C:9](S(O)(=O)=O)=[CH:8][CH:7]=1.[OH2:17].[C:18]1([CH3:24])C=CC=CC=1, predict the reaction product. The product is: [CH3:7][C:8]1([CH2:9][CH2:10][CH2:11][C@H:6]([CH3:16])[CH2:1][OH:4])[O:17][CH2:24][CH2:18][O:5]1. (4) Given the reactants [OH:1][CH:2]([CH3:9])[C:3](=[CH2:8])[C:4]([O:6][CH3:7])=[O:5].Br[C:11]1[CH:12]=[C:13]([CH2:17][C:18]#[N:19])[CH:14]=[CH:15][CH:16]=1.C([O-])(O)=O.[Na+], predict the reaction product. The product is: [C:18]([CH2:17][C:13]1[CH:12]=[C:11]([CH:16]=[CH:15][CH:14]=1)[CH2:8][CH:3]([C:2](=[O:1])[CH3:9])[C:4]([O:6][CH3:7])=[O:5])#[N:19].